From a dataset of Catalyst prediction with 721,799 reactions and 888 catalyst types from USPTO. Predict which catalyst facilitates the given reaction. (1) Reactant: [C:1]([O:5][C:6]([CH2:8][C:9]1[C:10]([CH3:31])=[N:11][C:12]2[N:13]([CH:23]=[C:24]([C:26]([O:28]CC)=[O:27])[N:25]=2)[C:14]=1[C:15]1[CH:20]=[CH:19][C:18]([Cl:21])=[CH:17][C:16]=1[Cl:22])=[O:7])([CH3:4])([CH3:3])[CH3:2].O[Li].O. Product: [C:1]([O:5][C:6]([CH2:8][C:9]1[C:10]([CH3:31])=[N:11][C:12]2[N:13]([CH:23]=[C:24]([C:26]([OH:28])=[O:27])[N:25]=2)[C:14]=1[C:15]1[CH:20]=[CH:19][C:18]([Cl:21])=[CH:17][C:16]=1[Cl:22])=[O:7])([CH3:4])([CH3:3])[CH3:2]. The catalyst class is: 20. (2) Reactant: [CH:1]1([CH:4]([C:11]2[C:16]([F:17])=[CH:15][N:14]=[C:13]([O:18]C)[CH:12]=2)[CH2:5][C:6]([O:8][CH2:9][CH3:10])=[O:7])[CH2:3][CH2:2]1.[Cl-].[NH+]1C=CC=CC=1.C(OCC)(=O)C. Product: [CH:1]1([CH:4]([C:11]2[C:16]([F:17])=[CH:15][N:14]=[C:13]([OH:18])[CH:12]=2)[CH2:5][C:6]([O:8][CH2:9][CH3:10])=[O:7])[CH2:3][CH2:2]1. The catalyst class is: 3. (3) Reactant: [NH2:1][C:2]1[N:6]([CH3:7])[C:5](=[O:8])[C:4]([C:16]2[CH:21]=[CH:20][CH:19]=[C:18](Br)[CH:17]=2)([C:9]2[CH:13]=[CH:12][N:11]([CH2:14][CH3:15])[CH:10]=2)[N:3]=1.[N:23]1[CH:28]=[C:27](B(O)O)[CH:26]=[N:25][CH:24]=1.C(=O)([O-])[O-].[Na+].[Na+]. Product: [NH2:1][C:2]1[N:6]([CH3:7])[C:5](=[O:8])[C:4]([C:9]2[CH:13]=[CH:12][N:11]([CH2:14][CH3:15])[CH:10]=2)([C:16]2[CH:21]=[CH:20][CH:19]=[C:18]([C:27]3[CH:28]=[N:23][CH:24]=[N:25][CH:26]=3)[CH:17]=2)[N:3]=1. The catalyst class is: 108. (4) Reactant: [CH3:1][S:2]([C:5]1[CH:6]=[C:7]([NH2:13])[C:8]([NH:11][CH3:12])=[CH:9][CH:10]=1)(=[O:4])=[O:3].[NH2:14][C:15]1[S:16][C:17]2[CH:23]=[C:22]([O:24][C:25]([F:28])([F:27])[F:26])[CH:21]=[CH:20][C:18]=2[N:19]=1.[C:29](N1C=CN=C1)(N1C=CN=C1)=S. Product: [CH3:1][S:2]([C:5]1[CH:10]=[CH:9][C:8]2[N:11]([CH3:29])[C:12]([NH:14][C:15]3[S:16][C:17]4[CH:23]=[C:22]([O:24][C:25]([F:28])([F:26])[F:27])[CH:21]=[CH:20][C:18]=4[N:19]=3)=[N:13][C:7]=2[CH:6]=1)(=[O:3])=[O:4]. The catalyst class is: 344. (5) Reactant: [Cl:1][C:2]1[CH:7]=[C:6]([Cl:8])[CH:5]=[CH:4][C:3]=1[C:9]1[N:10]=[CH:11][N:12]([CH3:22])[C:13]=1[C:14]1[CH:19]=[CH:18][C:17]([Cl:20])=[CH:16][C:15]=1[Cl:21].C([Li])CCC.Cl[C:29]([O:31][CH2:32][CH3:33])=[O:30]. Product: [Cl:1][C:2]1[CH:7]=[C:6]([Cl:8])[CH:5]=[CH:4][C:3]=1[C:9]1[N:10]=[C:11]([C:29]([O:31][CH2:32][CH3:33])=[O:30])[N:12]([CH3:22])[C:13]=1[C:14]1[CH:19]=[CH:18][C:17]([Cl:20])=[CH:16][C:15]=1[Cl:21]. The catalyst class is: 1. (6) Reactant: [N:1]1[CH:6]=[CH:5][N:4]=[CH:3][C:2]=1[NH2:7].C([Mg]Cl)(C)C.[F:13][C:14]1([F:30])[CH2:18][N:17]([C:19]([O:21][C:22]([CH3:25])([CH3:24])[CH3:23])=[O:20])[C@H:16]([C:26](OC)=[O:27])[CH2:15]1. Product: [F:30][C:14]1([F:13])[CH2:18][N:17]([C:19]([O:21][C:22]([CH3:23])([CH3:24])[CH3:25])=[O:20])[C@H:16]([C:26](=[O:27])[NH:7][C:2]2[CH:3]=[N:4][CH:5]=[CH:6][N:1]=2)[CH2:15]1. The catalyst class is: 1. (7) Reactant: [N:1]1([CH2:7][C:8]2[CH:13]=[CH:12][C:11]([C:14]3[CH:19]=[CH:18][C:17]([CH2:20][CH2:21][C:22]([C:24]4[O:25][C:26]([C:29]5[N:34]=[C:33]([C:35]([O:37]C)=[O:36])[CH:32]=[CH:31][CH:30]=5)=[CH:27][N:28]=4)=[O:23])=[CH:16][CH:15]=3)=[CH:10][CH:9]=2)[CH2:6][CH2:5][CH2:4][CH2:3][CH2:2]1.[Li+].[OH-].Cl. Product: [N:1]1([CH2:7][C:8]2[CH:9]=[CH:10][C:11]([C:14]3[CH:15]=[CH:16][C:17]([CH2:20][CH2:21][C:22]([C:24]4[O:25][C:26]([C:29]5[N:34]=[C:33]([C:35]([OH:37])=[O:36])[CH:32]=[CH:31][CH:30]=5)=[CH:27][N:28]=4)=[O:23])=[CH:18][CH:19]=3)=[CH:12][CH:13]=2)[CH2:2][CH2:3][CH2:4][CH2:5][CH2:6]1. The catalyst class is: 569. (8) Product: [Br:1][C:2]1[C:7]([N+:16]([O-:18])=[O:17])=[CH:6][CH:5]=[CH:4][N:3]=1. The catalyst class is: 201. Reactant: [Br:1][C:2]1[C:7](Br)=[CH:6][CH:5]=[CH:4][N:3]=1.NC1C([N+:16]([O-:18])=[O:17])=CC=CN=1.